Dataset: Forward reaction prediction with 1.9M reactions from USPTO patents (1976-2016). Task: Predict the product of the given reaction. (1) Given the reactants C(OC([N:8]1[C:12]2=[N:13][CH:14]=[CH:15][CH:16]=[C:11]2[CH:10]=[C:9]1B(O)O)=O)(C)(C)C.Br[C:21]1[CH:22]=[C:23]([O:32][CH3:33])[C:24](=[CH:26]N(CC)CC)[N:25]=1.[O-:34]P([O-])([O-])=O.[K+].[K+].[K+].O1CCOCC1, predict the reaction product. The product is: [CH3:33][O:32][C:23]1[CH:22]=[C:21]([C:9]2[NH:8][C:12]3=[N:13][CH:14]=[CH:15][CH:16]=[C:11]3[CH:10]=2)[NH:25][C:24]=1[CH:26]=[O:34]. (2) Given the reactants [CH3:1][C:2](=[CH2:14])[CH2:3][C:4]1[C:9]([CH3:10])=[CH:8][C:7]([CH3:11])=[C:6]([CH3:12])[C:5]=1[OH:13].C(=O)([O-])[OH:16].[Na+], predict the reaction product. The product is: [OH:16][CH2:14][C:2]1([CH3:1])[CH2:3][CH:4]2[CH:9]([CH3:10])[CH:8]=[C:7]([CH3:11])[C:6]([CH3:12])=[C:5]2[O:13]1.